The task is: Predict the reaction yield, written as a fraction of the theoretical maximum amount of product (1.0 means a 100% yield; for example, 0.34 means a 34% yield).. This data is from Reaction yield outcomes from USPTO patents with 853,638 reactions. (1) The yield is 0.380. No catalyst specified. The product is [F:1][C:2]([F:19])([F:18])[C:3]1[CH:8]=[CH:7][C:6]([C:9]2[CH:10]=[C:11]([C:12]([F:15])([F:14])[F:13])[N:22]3[N:23]=[CH:24][C:25]([C:26]#[N:27])=[C:21]3[N:20]=2)=[CH:5][CH:4]=1. The reactants are [F:1][C:2]([F:19])([F:18])[C:3]1[CH:8]=[CH:7][C:6]([C:9](=O)[CH2:10][C:11](=O)[C:12]([F:15])([F:14])[F:13])=[CH:5][CH:4]=1.[NH2:20][C:21]1[C:25]([C:26]#[N:27])=[CH:24][NH:23][N:22]=1. (2) The reactants are [CH3:1][C:2]1[C:3]([NH:8][C:9]2[C:18]3[C:13](=[CH:14][CH:15]=[C:16](SC4CCOC4)[CH:17]=3)[N:12]=[CH:11][CH:10]=2)=[N:4][NH:5][C:6]=1[CH3:7].O[O:26][S:27]([O-:29])=O.[K+].[CH2:31]1[CH2:35][O:34][CH2:33][CH2:32]1. The catalyst is O. The product is [CH3:1][C:2]1[C:3]([NH:8][C:9]2[C:18]3[C:13](=[CH:14][CH:15]=[C:16]([S:27]([CH:32]4[CH2:31][CH2:35][O:34][CH2:33]4)(=[O:29])=[O:26])[CH:17]=3)[N:12]=[CH:11][CH:10]=2)=[N:4][NH:5][C:6]=1[CH3:7]. The yield is 0.770. (3) The reactants are [C:1]([N:3]=[C:4]([N:7]1[CH2:12][CH2:11][O:10][CH:9]([CH3:13])[CH2:8]1)[S:5][CH3:6])#[N:2].SC[C:16]([O:18][CH3:19])=[O:17].C(N(CC)CC)C. The catalyst is CO. The product is [NH2:2][C:1]1[N:3]=[C:4]([N:7]2[CH2:12][CH2:11][O:10][CH:9]([CH3:13])[CH2:8]2)[S:5][C:6]=1[C:16]([O:18][CH3:19])=[O:17]. The yield is 0.930. (4) The reactants are [CH3:1][O:2][C:3]1[CH:11]=[CH:10][C:6]([C:7](Cl)=[O:8])=[CH:5][CH:4]=1.C(N(CC)CC)C.[CH2:19]([O:21][C:22]([CH:24]1[CH2:28][CH2:27][NH:26][CH2:25]1)=[O:23])[CH3:20]. The catalyst is C1COCC1. The product is [CH2:19]([O:21][C:22]([CH:24]1[CH2:28][CH2:27][N:26]([C:7](=[O:8])[C:6]2[CH:10]=[CH:11][C:3]([O:2][CH3:1])=[CH:4][CH:5]=2)[CH2:25]1)=[O:23])[CH3:20]. The yield is 0.830. (5) The reactants are [C:1]1([S:7]([C:10]2[CH:35]=[CH:34][C:13]3=[N:14][N:15]([C:17]4[CH:18]=[C:19]([CH:26]=[C:27]([C:30]([CH3:33])([CH3:32])[CH3:31])[C:28]=4[OH:29])[CH2:20][CH2:21][C:22]([O:24][CH3:25])=[O:23])[N:16]=[C:12]3[CH:11]=2)(=[O:9])=[O:8])[CH:6]=[CH:5][CH:4]=[CH:3][CH:2]=1.[CH3:36][N:37]1[C:42]([CH3:44])([CH3:43])[CH2:41]C(O)[CH2:39][C:38]1([CH3:47])[CH3:46].C([Sn](=O)CCCCCCCC)CCCCCCC. No catalyst specified. The product is [C:1]1([S:7]([C:10]2[CH:35]=[CH:34][C:13]3=[N:14][N:15]([C:17]4[CH:18]=[C:19]([CH:26]=[C:27]([C:30]([CH3:32])([CH3:31])[CH3:33])[C:28]=4[OH:29])[CH2:20][CH2:21][C:22]([O:24][CH:25]4[CH2:41][C:42]([CH3:44])([CH3:43])[N:37]([CH3:36])[C:38]([CH3:47])([CH3:46])[CH2:39]4)=[O:23])[N:16]=[C:12]3[CH:11]=2)(=[O:9])=[O:8])[CH:2]=[CH:3][CH:4]=[CH:5][CH:6]=1. The yield is 0.700. (6) The reactants are [CH:1]([C:3]1[CH:18]=[CH:17][C:6]([O:7][C:8]2[N:13]=[N:12][C:11]([C:14]([NH2:16])=[O:15])=[CH:10][CH:9]=2)=[C:5]([O:19][CH3:20])[CH:4]=1)=O.[CH2:21]([NH2:26])[CH2:22][CH:23]([CH3:25])[CH3:24].[BH4-].[Na+]. The catalyst is CO. The product is [CH3:20][O:19][C:5]1[CH:4]=[C:3]([CH2:1][NH:26][CH2:21][CH2:22][CH:23]([CH3:25])[CH3:24])[CH:18]=[CH:17][C:6]=1[O:7][C:8]1[N:13]=[N:12][C:11]([C:14]([NH2:16])=[O:15])=[CH:10][CH:9]=1. The yield is 0.440.